Task: Regression. Given a target protein amino acid sequence and a drug SMILES string, predict the binding affinity score between them. We predict pIC50 (pIC50 = -log10(IC50 in M); higher means more potent). Dataset: bindingdb_ic50.. Dataset: Drug-target binding data from BindingDB using IC50 measurements (1) The compound is N#C/C(=C\c1ccc2cn[nH]c2c1)C(=O)N1CCCC1. The target protein sequence is MQTVGVHSIVQQLHRNSIQFTDGYEVKEDIGVGSYSVCKRCIHKATNMEFAVKIIDKSKRDPTEEIEILLRYGQHPNIITLKDVYDDGKYVYVVTELMKGGELLDKILRQKFFSEREASAVLFTITKTVEYLHAQGVVHRDLKPSNILYVDESGNPESIRICDFGFAKQLRAENGLLMTPCYTANFVAPEVLKRQGYDAACDIWSLGVLLYTMLTGYTPFANGPDDTPEEILARIGSGKFSLSGGYWNSVSDTAKDLVSKMLHVDPHQRLTAALVLRHPWIVHWDQLPQYQLNRQDAPHLVKGAMAATYSALNRNQSPVLEPVGRSTLAQRRGIKKITSTAL. The pIC50 is 5.6. (2) The compound is Cc1ccc(F)cc1NC(=O)C1(C)CCN(c2ccc(-c3cc(OCC(C)(C)O)cn4ncc(C#N)c34)cn2)CC1. The target protein sequence is HCYHKFAHKPPISSAEMTFRRPAQAFPVSYSSSGARRPSLDSMENQVSVDAFKILEDPKWEFPRKNLVLGKTLGEGEFGKVVKATAFHLKGRAGYTTVAVKMLKENASPSELRDLLSEFNVLKQVNHPHVIKLYGACSQDGPLLLIVEYAKYGSLRGFLRESRKVGPGYLGSGGSRNSSSLDHPDERALTMGDLISFAWQISQGMQYLAEMKLVHRDLAARNILVAEGRKMKISDFGLSRDVYEEDSYVKRSQGRIPVKWMAIESLFDHIYTTQSDVWSFGVLLWEIVTLGGNPYPGIPPERLFNLLKTGHRMERPDNCSEEMYRLMLQCWKQEPDKRPVFADISKDLEKMMVKRRDYLDLAASTPSDSLIYDDGLSEEETPLVDCNNAPLPRALPSTWIENKLYGMSDPNWPGESPVPLTRADGTNTGFPRYPNDSVYANWMLSPSAAKLMDTFDS. The pIC50 is 7.8. (3) The compound is O=C1c2ccccc2S(=O)(=O)N1c1c(F)c(F)nc(F)c1F. The target protein (P19835) has sequence MGRLQLVVLGLTCCWAVASAAKLGAVYTEGGFVEGVNKKLGLLGDSVDIFKGIPFAAPTKALENPQPHPGWQGTLKAKNFKKRCLQATITQDSTYGDEDCLYLNIWVPQGRKQVSRDLPVMIWIYGGAFLMGSGHGANFLNNYLYDGEEIATRGNVIVVTFNYRVGPLGFLSTGDANLPGNYGLRDQHMAIAWVKRNIAAFGGDPNNITLFGESAGGASVSLQTLSPYNKGLIRRAISQSGVALSPWVIQKNPLFWAKKVAEKVGCPVGDAARMAQCLKVTDPRALTLAYKVPLAGLEYPMLHYVGFVPVIDGDFIPADPINLYANAADIDYIAGTNNMDGHIFASIDMPAINKGNKKVTEEDFYKLVSEFTITKGLRGAKTTFDVYTESWAQDPSQENKKKTVVDFETDVLFLVPTEIALAQHRANAKSAKTYAYLFSHPSRMPVYPKWVGADHADDIQYVFGKPFATPTGYRPQDRTVSKAMIAYWTNFAKTGDPNMG.... The pIC50 is 5.0. (4) The small molecule is CC1CCN(C(=O)[C@@H](CCc2ccccc2)NS(=O)(=O)c2cc(Cl)c(N)c(Cl)c2)CC1. The target protein (Q9JL21) has sequence MGTKPTEQVSWGLYSGYDEEAYSVGPLPELCYKADVQAFSRAFQPSVSLMVAVLGLAGNGLVLATHLAARRTTRSPTSVHLLQLALADLLLALTLPFAAAGALQGWNLGSTTCRAISGLYSASFHAGFLFLACISADRYVAIARALPAGQRPSTPSRAHLVSVFVWLLSLFLALPALLFSRDGPREGQRRCRLIFPESLTQTVKGASAVAQVVLGFALPLGVMAACYALLGRTLLAARGPERRRALRVVVALVVAFVVLQLPYSLALLLDTADLLAARERSCSSSKRKDLALLVTGGLTLVRCSLNPVLYAFLGLRFRRDLRRLLQGGGCSPKPNPRGRCPRRLRLSSCSAPTETHSLSWDN. The pIC50 is 5.0. (5) The compound is C[C@]12CC[C@@H](O)[C@@](C)(CO)[C@@H]1CC[C@H]1C[C@@H]3C[C@@]12CC[C@]3(O)CO. The target protein (P09252) has sequence MAIRTGFCNPFLTQASGIKYNPRTGRGSNREFLHSYKTTMSSFQFLAPKCLDEDVPMEERKGVHVGTLSRPPKVYCNGKEVPILDFRCSSPWPRRVNIWGEIDFRGDKFDPRFNTFHVYDIVETTEAASNGDVSRFATATRPLGTVITLLGMSRCGKRVAVHVYGICQYFYINKAEVDTACGIRSGSELSVLLAECLRSSMITQNDATLNGDKNAFHGTSFKSASPESFRVEVIERTDVYYYDTQPCAFYRVYSPSSKFTNYLCDNFHPELKKYEGRVDATTRFLMDNPGFVSFGWYQLKPGVDGERVRVRPASRQLTLSDVEIDCMSDNLQAIPNDDSWPDYKLLCFDIECKSGGSNELAFPDATHLEDLVIQISCLLYSIPRQSLEHILLFSLGSCDLPQRYVQEMKDAGLPEPTVLEFDSEFELLIAFMTLVKQYAPEFATGYNIVNFDWAFIMEKLNSIYSLKLDGYGSINRGGLFKIWDVGKSGFQRRSKVKING.... The pIC50 is 5.6. (6) The drug is C[C@@H](Oc1cc(-c2cnn(C(C)(C)C)c2)cc2ncn(C)c12)[C@H]1CNC(=O)C1. The target protein sequence is HKYKKQFRYESQLQMVQVTGSSDNEYFYVDFREYEYDLKWEFPRENLEFGKVLGSGAFGKVMNATAYGISKTGVSIQVAVKMLKEKADSSEREALMSELKMMTQLGSHENIVNLLGACTLSGPIYLIFEYCCYGDLLNYLRSKREKFHRTWTEIFKEHNFSFYPTFQSHPNSSMPGSREVQIHPDSDQISGLHGNSFHSEDEIEYENQKRLEEEEDLNVLTFEDLLCFAYQVAKGMEFLEFKSCVHRDLAARNVLVTHGKVVKICDFGLARDIMSDSNYVVRGNARLPVKWMAPESLFEGIYTIKSDVWSYGILLWEIFSLGVNPYPGIPVDANFYKLIQNGFKMDQPFYATEEIYIIMQSCWAFDSRKRPSFPNLTSFLGCQLADAEEAMYQNVDG. The pIC50 is 6.5. (7) The drug is Nc1cccc2c1nc(-c1ccc(P(=O)(O)O)o1)n2CC1CCCCCC1. The target protein (P09467) has sequence MADQAPFDTDVNTLTRFVMEEGRKARGTGELTQLLNSLCTAVKAISSAVRKAGIAHLYGIAGSTNVTGDQVKKLDVLSNDLVMNMLKSSFATCVLVSEEDKHAIIVEPEKRGKYVVCFDPLDGSSNIDCLVSVGTIFGIYRKKSTDEPSEKDALQPGRNLVAAGYALYGSATMLVLAMDCGVNCFMLDPAIGEFILVDKDVKIKKKGKIYSLNEGYARDFDPAVTEYIQRKKFPPDNSAPYGARYVGSMVADVHRTLVYGGIFLYPANKKSPNGKLRLLYECNPMAYVMEKAGGMATTGKEAVLDVIPTDIHQRAPVILGSPDDVLEFLKVYEKHSAQ. The pIC50 is 5.5. (8) The pIC50 is 4.3. The small molecule is CN1CC[C@H](N(C)C(=O)N2CC(c3cc(F)ccc3F)=C[C@@]2(CO)c2ccccc2)[C@H](F)C1. The target protein (Q15058) has sequence MSLHSTHNRNNSGDILDIPSSQNSSSLNALTHSSRLKLHLKSDMSECENDDPLLRSAGKVRDINRTYVISASRKTADMPLTPNPVGRLALQRRTTRNKESSLLVSELEDTTEKTAETRLTLQRRAKTDSAEKWKTAEIDSVKMTLNVGGETENNGVSKESRTNVRIVNNAKNSFVASSVPLDEDPQVIEMMADKKYKETFSAPSRANENVALKYSSNRPPIASLSQTEVVRSGHLTTKPTQSKLDIKVLGTGNLYHRSIGKEIAKTSNKFGSLEKRTPTKCTTEHKLTTKCSLPQLKSPAPSILKNRMSNLQVKQRPKSSFLANKQERSAENTILPEEETVVQNTSAGKDPLKVENSQVTVAVRVRPFTKREKIEKASQVVFMSGKEITVEHPDTKQVYNFIYDVSFWSFDECHPHYASQTTVYEKLAAPLLERAFEGFNTCLFAYGQTGSGKSYTMMGFSEEPGIIPRFCEDLFSQVARKQTQEVSYHIEMSFFEVYNE.... (9) The small molecule is O=C(Cc1ccc(F)c(Cl)c1)Nc1ccc(S(=O)(=O)Nc2nncs2)cc1. The target protein (O15648) has sequence MAVESRSRVTSKLVKAHRAMLNSVTQEDLKVDRLPGADYPNPSKKYSSRTEFRDKTDYIMYNPRPRDEPSSENPVSVSPLLCELAAARSRIHFNPTETTIGIVTCGGICPGLNDVIRSITLTGINVYNVKRVIGFRFGYWGLSKKGSQTAIELHRGRVTNIHHYGGTILGSSRGPQDPKEMVDTLERLGVNILFTVGGDGTQRGALVISQEAKRRGVDISVFGVPKTIDNDLSFSHRTFGFQTAVEKAVQAIRAAYAEAVSANYGVGVVKLMGRDSGFIAAQAAVASAQANICLVPENPISEQEVMSLLERRFCHSRSCVIIVAEGFGQDWGRGSGGYDASGNKKLIDIGVILTEKVKAFLKANKSRYPDSTVKYIDPSYMIRACPPSANDALFCATLATLAVHEAMAGATGCIIAMRHNNYILVPIKVATSVRRVLDLRGQLWRQVREITVDLGSDVRLARKLEIRRELEAINRNRDRLHEELAKL. The pIC50 is 7.8.